This data is from Forward reaction prediction with 1.9M reactions from USPTO patents (1976-2016). The task is: Predict the product of the given reaction. (1) Given the reactants [C:1]([NH:4][NH:5][C:6]([C:8]1[NH:9][C:10]([C:13]2[CH:18]=[C:17]([O:19][C@@H:20]([CH3:24])[CH2:21][O:22][CH3:23])[CH:16]=[C:15]([O:25][C:26]3[CH:31]=[CH:30][C:29]([C:32]([N:34]4[CH2:37][CH2:36][CH2:35]4)=[O:33])=[CH:28][C:27]=3[F:38])[CH:14]=2)=[CH:11][CH:12]=1)=O)(=[O:3])[CH3:2].C(N(CC)CC)C.C1(C)C=CC(S(Cl)(=O)=O)=CC=1, predict the reaction product. The product is: [N:34]1([C:32]([C:29]2[CH:30]=[CH:31][C:26]([O:25][C:15]3[CH:14]=[C:13]([C:10]4[NH:9][C:8]([C:6]5[O:3][C:1]([CH3:2])=[N:4][N:5]=5)=[CH:12][CH:11]=4)[CH:18]=[C:17]([O:19][C@@H:20]([CH3:24])[CH2:21][O:22][CH3:23])[CH:16]=3)=[C:27]([F:38])[CH:28]=2)=[O:33])[CH2:35][CH2:36][CH2:37]1. (2) The product is: [NH2:40][C@H:10]([CH2:9][C:3]1[CH:4]=[CH:5][C:6]([Cl:8])=[CH:7][C:2]=1[Cl:1])[C:11]([N:13]1[CH2:18][CH2:17][CH:16]([N:19]2[N:28]=[C:27]([C:29]3[CH:34]=[CH:33][C:32]([O:35][CH3:36])=[C:31]([O:37][CH3:38])[CH:30]=3)[C@@H:26]3[C@@H:21]([CH2:22][CH2:23][CH2:24][CH2:25]3)[C:20]2=[O:39])[CH2:15][CH2:14]1)=[O:12]. Given the reactants [Cl:1][C:2]1[CH:7]=[C:6]([Cl:8])[CH:5]=[CH:4][C:3]=1[CH2:9][C@@H:10]([NH:40]C(=O)OC(C)(C)C)[C:11]([N:13]1[CH2:18][CH2:17][CH:16]([N:19]2[N:28]=[C:27]([C:29]3[CH:34]=[CH:33][C:32]([O:35][CH3:36])=[C:31]([O:37][CH3:38])[CH:30]=3)[C@@H:26]3[C@@H:21]([CH2:22][CH2:23][CH2:24][CH2:25]3)[C:20]2=[O:39])[CH2:15][CH2:14]1)=[O:12].FC(F)(F)C(O)=O.C(=O)(O)[O-].[Na+], predict the reaction product. (3) Given the reactants [NH2:1][C@@H:2]([C:8]1[CH:9]=[CH:10][C:11]([Cl:16])=[C:12]([CH:15]=1)[C:13]#[N:14])[CH2:3][N:4]1[CH2:7][CH2:6][CH2:5]1.O[C:18]1[C:19]2[CH:27]=[CH:26][CH:25]=[C:24]([C:28]([NH2:30])=[O:29])[C:20]=2[N:21]=[N:22][N:23]=1, predict the reaction product. The product is: [N:4]1([CH2:3][C@@H:2]([NH:1][C:18]2[C:19]3[CH:27]=[CH:26][CH:25]=[C:24]([C:28]([NH2:30])=[O:29])[C:20]=3[N:21]=[N:22][N:23]=2)[C:8]2[CH:9]=[CH:10][C:11]([Cl:16])=[C:12]([C:13]#[N:14])[CH:15]=2)[CH2:7][CH2:6][CH2:5]1. (4) Given the reactants [CH2:1]([O:3][C:4](=[O:15])[CH2:5][C:6]([C:8]1[C:13]([F:14])=[CH:12][CH:11]=[CH:10][N:9]=1)=[O:7])[CH3:2].[CH3:16][N:17]([CH3:20])[CH:18]=O, predict the reaction product. The product is: [CH2:1]([O:3][C:4](=[O:15])[C:5]([C:6]([C:8]1[C:13]([F:14])=[CH:12][CH:11]=[CH:10][N:9]=1)=[O:7])=[CH:16][N:17]([CH3:20])[CH3:18])[CH3:2].